Regression. Given a peptide amino acid sequence and an MHC pseudo amino acid sequence, predict their binding affinity value. This is MHC class II binding data. From a dataset of Peptide-MHC class II binding affinity with 134,281 pairs from IEDB. (1) The peptide sequence is DRWLDLRYVGPASAD. The MHC is HLA-DQA10102-DQB10502 with pseudo-sequence HLA-DQA10102-DQB10502. The binding affinity (normalized) is 0.195. (2) The peptide sequence is VKLRRSSAAQVDGFY. The MHC is DRB3_0101 with pseudo-sequence DRB3_0101. The binding affinity (normalized) is 0.227. (3) The peptide sequence is TSKLDAAYKLAYKTAEGATP. The MHC is DRB3_0101 with pseudo-sequence DRB3_0101. The binding affinity (normalized) is 0.248. (4) The peptide sequence is YFILDGDNLFPKV. The MHC is DRB3_0101 with pseudo-sequence DRB3_0101. The binding affinity (normalized) is 0.823. (5) The peptide sequence is NGILKKLSSIKSKSR. The MHC is DRB5_0101 with pseudo-sequence DRB5_0101. The binding affinity (normalized) is 0.627. (6) The MHC is HLA-DPA10201-DPB10101 with pseudo-sequence HLA-DPA10201-DPB10101. The peptide sequence is RVIAQGPTATFEAMY. The binding affinity (normalized) is 0.200. (7) The peptide sequence is IFGSLAFLPESFDGD. The MHC is HLA-DPA10201-DPB10501 with pseudo-sequence HLA-DPA10201-DPB10501. The binding affinity (normalized) is 0.0824. (8) The peptide sequence is ISSMVEAMVSRARID. The MHC is DRB1_0701 with pseudo-sequence DRB1_0701. The binding affinity (normalized) is 0.470. (9) The peptide sequence is NFGKRELKCGDGIFI. The MHC is HLA-DQA10303-DQB10402 with pseudo-sequence HLA-DQA10303-DQB10402. The binding affinity (normalized) is 0.